This data is from Reaction yield outcomes from USPTO patents with 853,638 reactions. The task is: Predict the reaction yield, written as a fraction of the theoretical maximum amount of product (1.0 means a 100% yield; for example, 0.34 means a 34% yield). (1) The reactants are FC(F)(F)S(O[C:7]1[CH:8]=[CH:9][C:10]2[O:14][C:13]([C:15]([O:17][CH3:18])=[O:16])=[CH:12][C:11]=2[CH:19]=1)(=O)=O.CC1(C)C(C)(C)OB([C:30]2[CH:35]=[CH:34][C:33]([OH:36])=[CH:32][CH:31]=2)O1.C1(P(C2C=CC=CC=2)C2C=CC=CC=2)C=CC=CC=1.P([O-])([O-])([O-])=O.[K+].[K+].[K+].O. The catalyst is O1CCOCC1.C([O-])(=O)C.[Pd+2].C([O-])(=O)C. The product is [OH:36][C:33]1[CH:34]=[CH:35][C:30]([C:7]2[CH:8]=[CH:9][C:10]3[O:14][C:13]([C:15]([O:17][CH3:18])=[O:16])=[CH:12][C:11]=3[CH:19]=2)=[CH:31][CH:32]=1. The yield is 0.400. (2) The reactants are [SiH](CC)(CC)CC.[CH3:8][O:9][C:10]1[CH:15]=[CH:14][C:13]([C:16]([C:18]2[CH:23]=[CH:22][C:21]([CH3:24])=[CH:20][CH:19]=2)=O)=[C:12]([CH3:25])[CH:11]=1.B(F)(F)F.CCOCC.C(=O)(O)[O-].[Na+]. The catalyst is C(#N)C.C(Cl)(Cl)Cl. The product is [CH3:8][O:9][C:10]1[CH:15]=[CH:14][C:13]([CH2:16][C:18]2[CH:23]=[CH:22][C:21]([CH3:24])=[CH:20][CH:19]=2)=[C:12]([CH3:25])[CH:11]=1. The yield is 0.970. (3) The yield is 0.920. The catalyst is [Zn+2].[I-].[I-].C1(C)C=CC=CC=1. The product is [O:16]([C:23]1[CH:24]=[C:25]([N:29]2[CH2:30][CH:31]([C:32]([F:33])([F:34])[F:35])[O:11][CH:10]2[C:9]2[CH:12]=[CH:13][CH:14]=[C:7]([O:6][C:2]([F:15])([F:1])[CH:3]([F:4])[F:5])[CH:8]=2)[CH:26]=[CH:27][CH:28]=1)[C:17]1[CH:18]=[CH:19][CH:20]=[CH:21][CH:22]=1. The reactants are [F:1][C:2]([F:15])([O:6][C:7]1[CH:8]=[C:9]([CH:12]=[CH:13][CH:14]=1)[CH:10]=[O:11])[CH:3]([F:5])[F:4].[O:16]([C:23]1[CH:24]=[C:25]([NH:29][CH2:30][CH:31](O)[C:32]([F:35])([F:34])[F:33])[CH:26]=[CH:27][CH:28]=1)[C:17]1[CH:22]=[CH:21][CH:20]=[CH:19][CH:18]=1. (4) The reactants are [NH2:1][C:2]1[CH:10]=[CH:9][C:8]([O:11][C:12]([F:15])([F:14])[F:13])=[CH:7][C:3]=1[C:4]([OH:6])=[O:5].S(Cl)([Cl:19])(=O)=O. The catalyst is CC(O)=O. The product is [NH2:1][C:2]1[C:10]([Cl:19])=[CH:9][C:8]([O:11][C:12]([F:13])([F:14])[F:15])=[CH:7][C:3]=1[C:4]([OH:6])=[O:5]. The yield is 0.940. (5) The reactants are [NH2:1][C:2]1[CH:7]=[C:6]([O:8][C:9]2[CH:14]=[CH:13][C:12]([NH:15][C:16](=[O:28])[CH2:17][C:18]([NH:20][C:21]3[CH:26]=[CH:25][C:24]([F:27])=[CH:23][CH:22]=3)=[O:19])=[C:11]([CH3:29])[CH:10]=2)[CH:5]=[CH:4][N:3]=1.[CH3:30][N:31]([CH3:34])[CH:32]=[O:33].C(N(CC)CC)C.ClC(OC1C=CC=CC=1)=O. The catalyst is O1CCCC1.C(O)C.C(OCC)C. The product is [CH3:30][N:31]([CH3:34])[C:32](=[O:33])[NH:1][C:2]1[CH:7]=[C:6]([O:8][C:9]2[CH:14]=[CH:13][C:12]([NH:15][C:16](=[O:28])[CH2:17][C:18]([NH:20][C:21]3[CH:26]=[CH:25][C:24]([F:27])=[CH:23][CH:22]=3)=[O:19])=[C:11]([CH3:29])[CH:10]=2)[CH:5]=[CH:4][N:3]=1. The yield is 0.750. (6) The reactants are [F:1][CH:2]([F:13])[O:3][C:4]1[CH:9]=[CH:8][C:7]([N:10]=[C:11]=S)=[CH:6][CH:5]=1.[NH:14]([C:16](=[O:38])[C:17]([NH:19][C:20]1[CH:21]=[CH:22][C:23]([O:26][CH:27]2[CH2:32][CH2:31][CH:30]([C:33]([O:35][CH2:36][CH3:37])=[O:34])[CH2:29][CH2:28]2)=[N:24][CH:25]=1)=[O:18])[NH2:15].Cl.CN(C)CCCN=C=NCC. The catalyst is CN(C=O)C. The product is [F:1][CH:2]([F:13])[O:3][C:4]1[CH:9]=[CH:8][C:7]([NH:10][C:11]2[O:38][C:16]([C:17]([NH:19][C:20]3[CH:21]=[CH:22][C:23]([O:26][CH:27]4[CH2:32][CH2:31][CH:30]([C:33]([O:35][CH2:36][CH3:37])=[O:34])[CH2:29][CH2:28]4)=[N:24][CH:25]=3)=[O:18])=[N:14][N:15]=2)=[CH:6][CH:5]=1. The yield is 0.860. (7) The reactants are [NH:1]1[CH2:7][CH2:6][CH2:5][CH2:4][CH:3]([CH2:8][NH:9][C:10]([C:12]2[S:16][C:15]([C:17]3[CH:22]=[CH:21][C:20]([Cl:23])=[CH:19][CH:18]=3)=[N:14][C:13]=2[CH3:24])=[O:11])[CH2:2]1.F[C:26]1[CH:35]=[CH:34][CH:33]=[CH:32][C:27]=1[C:28]([O:30][CH3:31])=[O:29]. No catalyst specified. The product is [Cl:23][C:20]1[CH:21]=[CH:22][C:17]([C:15]2[S:16][C:12]([C:10]([NH:9][CH2:8][CH:3]3[CH2:4][CH2:5][CH2:6][CH2:7][N:1]([C:26]4[CH:35]=[CH:34][CH:33]=[CH:32][C:27]=4[C:28]([O:30][CH3:31])=[O:29])[CH2:2]3)=[O:11])=[C:13]([CH3:24])[N:14]=2)=[CH:18][CH:19]=1. The yield is 0.190. (8) The reactants are [Cl:1][C:2]1[S:6][C:5]([C:7]([O:9][CH3:10])=[O:8])=[CH:4][C:3]=1/[C:11](/[N:14]([CH2:17][CH3:18])[N:15]=[CH2:16])=[CH:12]/C.[Cl:19]N1C(=O)CCC1=O. The catalyst is C1COCC1. The product is [Cl:1][C:2]1[S:6][C:5]([C:7]([O:9][CH3:10])=[O:8])=[CH:4][C:3]=1[C:11]1[N:14]([CH2:17][CH3:18])[N:15]=[CH:16][C:12]=1[Cl:19]. The yield is 0.830. (9) The reactants are [NH2:1][C:2]1[C:7](Br)=[N:6][C:5]([S:9][CH3:10])=[CH:4][N:3]=1.[CH2:11]([OH:14])[C:12]#[CH:13].C(N(CC)CC)C.O. The catalyst is O1CCOCC1.[Cu]I. The product is [NH2:1][C:2]1[C:7]([C:13]#[C:12][CH2:11][OH:14])=[N:6][C:5]([S:9][CH3:10])=[CH:4][N:3]=1. The yield is 0.889.